From a dataset of Reaction yield outcomes from USPTO patents with 853,638 reactions. Predict the reaction yield, written as a fraction of the theoretical maximum amount of product (1.0 means a 100% yield; for example, 0.34 means a 34% yield). The catalyst is CO.[Pd]. The product is [NH2:9][CH2:8][C@@H:7]1[CH2:6][CH2:5][N:4]([C:17]([O:19][C:20]([CH3:22])([CH3:21])[CH3:23])=[O:18])[CH2:3][C@H:2]1[OH:1]. The yield is 0.760. The reactants are [OH:1][C@H:2]1[C@H:7]([CH2:8][NH:9]CC2C=CC=CC=2)[CH2:6][CH2:5][N:4]([C:17]([O:19][C:20]([CH3:23])([CH3:22])[CH3:21])=[O:18])[CH2:3]1.